Dataset: Reaction yield outcomes from USPTO patents with 853,638 reactions. Task: Predict the reaction yield, written as a fraction of the theoretical maximum amount of product (1.0 means a 100% yield; for example, 0.34 means a 34% yield). (1) The reactants are [Br:1]Br.[F:3][C:4]1[CH:9]=[CH:8][CH:7]=[CH:6][C:5]=1[N:10]1[C:14]2=[N:15][C:16]([OH:19])=[CH:17][CH:18]=[C:13]2[N:12]=[N:11]1.O. The catalyst is C(O)(=O)C. The product is [F:3][C:4]1[CH:9]=[CH:8][CH:7]=[CH:6][C:5]=1[N:10]1[C:14]2=[N:15][C:16]([OH:19])=[C:17]([Br:1])[CH:18]=[C:13]2[N:12]=[N:11]1. The yield is 0.910. (2) The reactants are O1CCCCC1[N:7]1[C:15]2[C:10](=[CH:11][C:12]([C:16]3[N:20]=[CH:19][N:18](C(C4C=CC=CC=4)(C4C=CC=CC=4)C4C=CC=CC=4)[N:17]=3)=[CH:13][CH:14]=2)[C:9]([C:40]2[CH:41]=[C:42]([NH:46][C:47](=[O:56])[CH:48]([CH:50]3[CH2:55][CH2:54][CH2:53][NH:52][CH2:51]3)[CH3:49])[CH:43]=[CH:44][CH:45]=2)=[N:8]1.Cl.C([O-])(O)=O.[Na+]. The catalyst is O1CCOCC1. The product is [NH:18]1[CH:19]=[N:20][C:16]([C:12]2[CH:11]=[C:10]3[C:15](=[CH:14][CH:13]=2)[NH:7][N:8]=[C:9]3[C:40]2[CH:41]=[C:42]([NH:46][C:47](=[O:56])[CH:48]([CH:50]3[CH2:55][CH2:54][CH2:53][NH:52][CH2:51]3)[CH3:49])[CH:43]=[CH:44][CH:45]=2)=[N:17]1. The yield is 0.380.